From a dataset of Peptide-MHC class II binding affinity with 134,281 pairs from IEDB. Regression. Given a peptide amino acid sequence and an MHC pseudo amino acid sequence, predict their binding affinity value. This is MHC class II binding data. (1) The peptide sequence is AAIVVAGATATIGLG. The MHC is HLA-DPA10301-DPB10402 with pseudo-sequence HLA-DPA10301-DPB10402. The binding affinity (normalized) is 0.142. (2) The binding affinity (normalized) is 0.417. The peptide sequence is IDDRFANALLALNDMGK. The MHC is DRB1_0401 with pseudo-sequence DRB1_0401. (3) The peptide sequence is EIGAVALDYPSGTSG. The MHC is HLA-DQA10102-DQB10501 with pseudo-sequence HLA-DQA10102-DQB10501. The binding affinity (normalized) is 0.373. (4) The peptide sequence is EGTVDFIFGEARSLY. The MHC is DRB1_1602 with pseudo-sequence DRB1_1602. The binding affinity (normalized) is 0.298. (5) The peptide sequence is KGQKRIKCFNCGKEGHL. The binding affinity (normalized) is 0.191. The MHC is DRB1_1302 with pseudo-sequence DRB1_1302. (6) The binding affinity (normalized) is 0.634. The MHC is DRB1_1101 with pseudo-sequence DRB1_1101. The peptide sequence is GEVQIVDKIDAAFKI. (7) The peptide sequence is DMGFDAAALAPEHQP. The MHC is HLA-DQA10102-DQB10602 with pseudo-sequence HLA-DQA10102-DQB10602. The binding affinity (normalized) is 0.151. (8) The peptide sequence is PSELQMSWLPLCVRL. The MHC is HLA-DQA10102-DQB10501 with pseudo-sequence HLA-DQA10102-DQB10501. The binding affinity (normalized) is 0.487.